This data is from Forward reaction prediction with 1.9M reactions from USPTO patents (1976-2016). The task is: Predict the product of the given reaction. (1) Given the reactants [N:1]1[CH:6]=[CH:5][C:4]([C:7]2[S:11][C:10]([C:12]([OH:14])=O)=[CH:9][CH:8]=2)=[CH:3][CH:2]=1.[F:15][C:16]([F:27])([F:26])[C:17]1[CH:18]=[C:19]([CH2:23][CH2:24][NH2:25])[CH:20]=[CH:21][CH:22]=1, predict the reaction product. The product is: [F:15][C:16]([F:26])([F:27])[C:17]1[CH:18]=[C:19]([CH2:23][CH2:24][NH:25][C:12]([C:10]2[S:11][C:7]([C:4]3[CH:3]=[CH:2][N:1]=[CH:6][CH:5]=3)=[CH:8][CH:9]=2)=[O:14])[CH:20]=[CH:21][CH:22]=1. (2) Given the reactants Cl[C:2]1[N:7]=[C:6]([N:8]2[CH2:13][CH2:12][CH2:11][C@@H:10]([NH:14][C:15]([C:17]3[CH:18]=[CH:19][C:20]4[N:21]([CH:23]=[CH:24][N:25]=4)[CH:22]=3)=[O:16])[CH2:9]2)[CH:5]=[N:4][C:3]=1[C:26]#[N:27].[O:28]1[CH2:33][CH2:32][CH:31]([C:34]2[CH:40]=[CH:39][C:37]([NH2:38])=[CH:36][CH:35]=2)[CH2:30][CH2:29]1.C(=O)([O-])[O-].[Cs+].[Cs+].C1C=CC(P(C2C(C3C(P(C4C=CC=CC=4)C4C=CC=CC=4)=CC=C4C=3C=CC=C4)=C3C(C=CC=C3)=CC=2)C2C=CC=CC=2)=CC=1, predict the reaction product. The product is: [C:26]([C:3]1[N:4]=[CH:5][C:6]([N:8]2[CH2:13][CH2:12][CH2:11][C@@H:10]([NH:14][C:15]([C:17]3[CH:18]=[CH:19][C:20]4[N:21]([CH:23]=[CH:24][N:25]=4)[CH:22]=3)=[O:16])[CH2:9]2)=[N:7][C:2]=1[NH:38][C:37]1[CH:39]=[CH:40][C:34]([CH:31]2[CH2:30][CH2:29][O:28][CH2:33][CH2:32]2)=[CH:35][CH:36]=1)#[N:27]. (3) Given the reactants Br[C:2]1[CH:7]=[CH:6][C:5]([O:8][CH:9]([F:11])[F:10])=[C:4]([O:12][CH3:13])[C:3]=1[O:14][CH2:15][O:16][CH3:17].C(=O)([O-])[O-].[Cs+].[Cs+].CC1(C)C(C)(C)OB([C:32]2[CH:33]=[C:34]3[C:38](=[CH:39][CH:40]=2)[C:37](=[O:41])[O:36][CH2:35]3)O1, predict the reaction product. The product is: [F:10][CH:9]([F:11])[O:8][C:5]1[CH:6]=[CH:7][C:2]([C:32]2[CH:33]=[C:34]3[C:38](=[CH:39][CH:40]=2)[C:37](=[O:41])[O:36][CH2:35]3)=[C:3]([O:14][CH2:15][O:16][CH3:17])[C:4]=1[O:12][CH3:13].